Dataset: Catalyst prediction with 721,799 reactions and 888 catalyst types from USPTO. Task: Predict which catalyst facilitates the given reaction. (1) Reactant: [C:1]([NH:4][CH:5]1[CH2:22][CH2:21][C:8]2=[C:9]([C:16]([O:18][CH2:19][CH3:20])=[O:17])[S:10][C:11]([S:12][CH:13]([CH3:15])[CH3:14])=[C:7]2[C:6]1=[O:23])(=O)[CH3:2].P(Cl)(Cl)(Cl)=O. Product: [CH:13]([S:12][C:11]1[S:10][C:9]([C:16]([O:18][CH2:19][CH3:20])=[O:17])=[C:8]2[CH2:21][CH2:22][C:5]3[N:4]=[C:1]([CH3:2])[O:23][C:6]=3[C:7]=12)([CH3:14])[CH3:15]. The catalyst class is: 11. (2) Reactant: C([O:4][C@@H:5]1[CH2:21][C:20]2[C@@:8]([CH2:24][O:25][Si:26]([C:29]([CH3:32])([CH3:31])[CH3:30])([CH3:28])[CH3:27])([CH:9]3[CH:17]([CH2:18][CH:19]=2)[CH:16]2[C@@:12]([CH3:23])([C:13](=[O:22])[CH2:14][CH2:15]2)[CH2:11][CH2:10]3)[CH2:7][CH2:6]1)(=O)C.[OH2:33]. Product: [Si:26]([O:25][CH2:24][C@:8]12[CH2:7][CH2:6][C@H:5]([OH:4])[CH2:21][C@@H:20]1[C@@H:19]([OH:33])[CH2:18][CH:17]1[CH:9]2[CH2:10][CH2:11][C@@:12]2([CH3:23])[CH:16]1[CH2:15][CH2:14][C@@H:13]2[OH:22])([C:29]([CH3:32])([CH3:31])[CH3:30])([CH3:27])[CH3:28]. The catalyst class is: 1. (3) Reactant: [NH2:1][CH2:2][C@@H:3]1[O:7][C:6](=[O:8])[N:5]([C:9]2[CH:14]=[CH:13][C:12]([CH:15]3[CH2:20][CH2:19][S:18](=[O:22])(=[O:21])[CH2:17][CH2:16]3)=[C:11]([F:23])[CH:10]=2)[CH2:4]1.[C:24](Cl)(=[O:35])[O:25][CH2:26][O:27][C:28](=[O:34])[CH2:29][C:30]([CH3:33])([CH3:32])[CH3:31]. Product: [O:22]=[S:18]1(=[O:21])[CH2:19][CH2:20][CH:15]([C:12]2[CH:13]=[CH:14][C:9]([N:5]3[CH2:4][C@H:3]([CH2:2][NH:1][C:24]([O:25][CH2:26][O:27][C:28](=[O:34])[CH2:29][C:30]([CH3:32])([CH3:31])[CH3:33])=[O:35])[O:7][C:6]3=[O:8])=[CH:10][C:11]=2[F:23])[CH2:16][CH2:17]1. The catalyst class is: 4. (4) Reactant: [C:1]1([CH2:7][CH2:8][C:9]2[N:13]=[C:12]([CH2:14][CH2:15][CH2:16]O)[O:11][N:10]=2)[CH:6]=[CH:5][CH:4]=[CH:3][CH:2]=1.[Cl:18][C:19]1[N:27](CC=C)[C:26]2[C:25](=[O:31])[NH:24][C:23](=[O:32])[N:22]([CH2:33][CH2:34][CH2:35][CH2:36][CH3:37])[C:21]=2[N:20]=1.C1C=CC(P(C2C=CC=CC=2)C2C=CC=CC=2)=CC=1.C1C=CC(COC(/N=N/C(OCC2C=CC=CC=2)=O)=O)=CC=1.N1CCOCC1. Product: [Cl:18][C:19]1[NH:27][C:26]2[C:25](=[O:31])[N:24]([CH2:16][CH2:15][CH2:14][C:12]3[O:11][N:10]=[C:9]([CH2:8][CH2:7][C:1]4[CH:2]=[CH:3][CH:4]=[CH:5][CH:6]=4)[N:13]=3)[C:23](=[O:32])[N:22]([CH2:33][CH2:34][CH2:35][CH2:36][CH3:37])[C:21]=2[N:20]=1. The catalyst class is: 176. (5) Reactant: [N+:1]([C:4]1[CH:5]=[CH:6][C:7]([NH:10][CH2:11][CH2:12][C:13]2[N:14]=[C:15]([NH:18][C:19](=[O:25])[O:20][C:21]([CH3:24])([CH3:23])[CH3:22])[S:16][CH:17]=2)=[N:8][CH:9]=1)([O-:3])=[O:2].[C:26](O[C:26]([O:28][C:29]([CH3:32])([CH3:31])[CH3:30])=[O:27])([O:28][C:29]([CH3:32])([CH3:31])[CH3:30])=[O:27]. Product: [C:21]([O:20][C:19]([NH:18][C:15]1[S:16][CH:17]=[C:13]([CH2:12][CH2:11][N:10]([C:7]2[CH:6]=[CH:5][C:4]([N+:1]([O-:3])=[O:2])=[CH:9][N:8]=2)[C:26](=[O:27])[O:28][C:29]([CH3:32])([CH3:31])[CH3:30])[N:14]=1)=[O:25])([CH3:22])([CH3:24])[CH3:23]. The catalyst class is: 7. (6) Reactant: Br[C:2]1[CH:7]=[CH:6][C:5]([C:8]2[N:9]([C:24]3[CH:29]=[CH:28][CH:27]=[CH:26][C:25]=3[Cl:30])[N:10]=[C:11]3[C:16](=[O:17])[N:15]([CH2:18][C:19]([F:22])([F:21])[F:20])[C:14]([CH3:23])=[N:13][C:12]=23)=[CH:4][CH:3]=1.[CH3:31][N:32](C=O)C. Product: [Cl:30][C:25]1[CH:26]=[CH:27][CH:28]=[CH:29][C:24]=1[N:9]1[C:8]([C:5]2[CH:4]=[CH:3][C:2]([C:31]#[N:32])=[CH:7][CH:6]=2)=[C:12]2[N:13]=[C:14]([CH3:23])[N:15]([CH2:18][C:19]([F:20])([F:22])[F:21])[C:16](=[O:17])[C:11]2=[N:10]1. The catalyst class is: 380. (7) Reactant: [CH:1]1([C:4]2[N:9]=[C:8]([CH:10]=O)[CH:7]=[CH:6][N:5]=2)[CH2:3][CH2:2]1.Cl.NO.C([N:17](CC)CC)C.CCCP(=O)=O. Product: [CH:1]1([C:4]2[N:9]=[C:8]([C:10]#[N:17])[CH:7]=[CH:6][N:5]=2)[CH2:3][CH2:2]1. The catalyst class is: 35. (8) Reactant: [C:1]([C:3]1[CH:8]=[CH:7][CH:6]=[CH:5][C:4]=1[C:9]1[CH:32]=[CH:31][C:12]2[N:13]([CH2:17][CH:18]3[CH2:23][CH2:22][N:21](C(OC(C)(C)C)=O)[CH2:20][CH2:19]3)[C:14](=[O:16])[S:15][C:11]=2[CH:10]=1)#[N:2].CO.Cl.CCOC(C)=O. Product: [O:16]=[C:14]1[N:13]([CH2:17][CH:18]2[CH2:19][CH2:20][NH:21][CH2:22][CH2:23]2)[C:12]2[CH:31]=[CH:32][C:9]([C:4]3[CH:5]=[CH:6][CH:7]=[CH:8][C:3]=3[C:1]#[N:2])=[CH:10][C:11]=2[S:15]1. The catalyst class is: 2. (9) Reactant: [C:1]([N:4]1[C@@H:10]([CH3:11])[C@H:9]([NH:12][C:13](=[O:25])[C@@H:14]([N:16](C)[C:17](=O)OC(C)(C)C)[CH3:15])[C:8](=[O:26])[N:7]([CH2:27][C:28]2[C:37]3[C:32](=[CH:33][CH:34]=[CH:35][CH:36]=3)[CH:31]=[CH:30][C:29]=2[O:38][CH3:39])[C:6]2[CH:40]=[CH:41][CH:42]=[CH:43][C:5]1=2)(=[O:3])[CH3:2].[ClH:44]. Product: [ClH:44].[C:1]([N:4]1[C@@H:10]([CH3:11])[C@H:9]([NH:12][C:13](=[O:25])[C@@H:14]([NH:16][CH3:17])[CH3:15])[C:8](=[O:26])[N:7]([CH2:27][C:28]2[C:37]3[C:32](=[CH:33][CH:34]=[CH:35][CH:36]=3)[CH:31]=[CH:30][C:29]=2[O:38][CH3:39])[C:6]2[CH:40]=[CH:41][CH:42]=[CH:43][C:5]1=2)(=[O:3])[CH3:2]. The catalyst class is: 440. (10) Product: [CH3:24][O:25][CH2:19][CH2:20][O:22][C:2]1[CH:7]=[CH:6][C:5]([N:8]2[C:12]3[CH:13]=[CH:14][CH:15]=[CH:16][C:11]=3[N:10]=[CH:9]2)=[CH:4][CH:3]=1. Reactant: I[C:2]1[CH:7]=[CH:6][C:5]([N:8]2[C:12]3[CH:13]=[CH:14][CH:15]=[CH:16][C:11]=3[N:10]=[CH:9]2)=[CH:4][CH:3]=1.CN(C)[CH2:19][C:20]([OH:22])=O.[C:24](=O)([O-])[O-:25].[K+].[K+].C(=O)(O)[O-].[Na+]. The catalyst class is: 419.